Dataset: Full USPTO retrosynthesis dataset with 1.9M reactions from patents (1976-2016). Task: Predict the reactants needed to synthesize the given product. (1) Given the product [CH3:7][CH2:6][C@@H:5]([C@@H:13]1[C@@:17]2([CH3:32])[CH2:18][CH2:19][CH2:20]/[C:21](=[CH:22]\[CH:23]=[C:24]3[CH2:29][C@@H:41]([OH:42])[C:27](=[CH2:28])[C@H:26]([OH:31])[CH2:25]3)/[C@@H:16]2[CH2:15][CH2:14]1)[CH3:4], predict the reactants needed to synthesize it. The reactants are: O=[O+][O-].[CH3:4][C@@H:5]([C@@H:13]1[C@@:17]2([CH3:32])[CH2:18][CH2:19][CH2:20]/[C:21](=[CH:22]\[CH:23]=[C:24]3\[CH2:25][C@@H:26]([OH:31])[CH2:27][CH2:28][C:29]\3=C)/[C@@H:16]2[CH2:15][CH2:14]1)/[CH:6]=[CH:7]/[C@@H](C(C)C)C.N1C=CC=CC=1.[BH4-].[Na+].[CH3:41][OH:42]. (2) Given the product [OH:11][CH:3]([CH2:4][C:5]1[CH:6]=[CH:7][CH:8]=[CH:9][CH:10]=1)[CH2:2][NH:1][C:17](=[O:18])[O:16][C:13]([CH3:15])([CH3:14])[CH3:12], predict the reactants needed to synthesize it. The reactants are: [NH2:1][CH2:2][CH:3]([OH:11])[CH2:4][C:5]1[CH:10]=[CH:9][CH:8]=[CH:7][CH:6]=1.[CH3:12][C:13]([O:16][C:17](O[C:17]([O:16][C:13]([CH3:15])([CH3:14])[CH3:12])=[O:18])=[O:18])([CH3:15])[CH3:14]. (3) Given the product [CH3:14][O:13][CH2:12][C:11]#[C:10][C:5]1[CH:6]=[CH:7][CH:8]=[CH:9][C:4]=1[C:3](=[O:15])[CH2:18][C:19]1[CH:24]=[CH:23][CH:22]=[CH:21][CH:20]=1, predict the reactants needed to synthesize it. The reactants are: CN(OC)[C:3](=[O:15])[C:4]1[CH:9]=[CH:8][CH:7]=[CH:6][C:5]=1[C:10]#[C:11][CH2:12][O:13][CH3:14].[CH2:18]([Mg]Cl)[C:19]1[CH:24]=[CH:23][CH:22]=[CH:21][CH:20]=1. (4) Given the product [Cl:15][C:12]1[CH:13]=[CH:14][C:9]([CH:8]([C:16]2[CH:21]=[CH:20][C:19]([Cl:22])=[CH:18][CH:17]=2)[C@@H:4]([C:5]([NH:23][C:24]2[CH:54]=[CH:53][CH:52]=[C:51]([F:55])[C:25]=2[CH2:26][CH2:27][C@H:28]2[O:33][CH2:32][C@@H:31]([CH2:34][O:35][C:36](=[O:43])[NH:37][CH2:38][C:39]([F:40])([F:42])[F:41])[NH:30][CH2:29]2)=[O:6])[NH:1][C:36]([O:35][CH3:34])=[O:43])=[CH:10][CH:11]=1, predict the reactants needed to synthesize it. The reactants are: [N:1]([C@@H:4]([CH:8]([C:16]1[CH:21]=[CH:20][C:19]([Cl:22])=[CH:18][CH:17]=1)[C:9]1[CH:14]=[CH:13][C:12]([Cl:15])=[CH:11][CH:10]=1)[C:5](O)=[O:6])=[N+]=[N-].[NH2:23][C:24]1[CH:54]=[CH:53][CH:52]=[C:51]([F:55])[C:25]=1[CH2:26][CH2:27][C@H:28]1[O:33][CH2:32][C@@H:31]([CH2:34][O:35][C:36](=[O:43])[NH:37][CH2:38][C:39]([F:42])([F:41])[F:40])[N:30](C(OC(C)(C)C)=O)[CH2:29]1. (5) Given the product [CH3:1][C:2]1([CH3:9])[CH2:7][CH2:6][NH:10][C:5](=[O:8])[CH2:4][CH2:3]1, predict the reactants needed to synthesize it. The reactants are: [CH3:1][C:2]1([CH3:9])[CH2:7][CH2:6][C:5](=[O:8])[CH2:4][CH2:3]1.[NH2:10]OS(O)(=O)=O. (6) Given the product [C:1]([C:4]1[CH:9]=[CH:8][C:7]([NH:10][CH2:11][C:12]2[CH:13]=[CH:14][C:15]([CH:18]([OH:27])[C:19]3[CH:20]=[C:21]([CH:24]=[CH:25][CH:26]=3)[C:22]#[N:23])=[CH:16][CH:17]=2)=[C:6]([CH3:34])[C:5]=1[OH:35])(=[O:3])[CH3:2], predict the reactants needed to synthesize it. The reactants are: [C:1]([C:4]1[CH:9]=[CH:8][C:7]([NH:10][CH2:11][C:12]2[CH:17]=[CH:16][C:15]([CH:18]([O:27]C3CCCCO3)[C:19]3[CH:20]=[C:21]([CH:24]=[CH:25][CH:26]=3)[C:22]#[N:23])=[CH:14][CH:13]=2)=[C:6]([CH3:34])[C:5]=1[OH:35])(=[O:3])[CH3:2].Cl. (7) Given the product [OH:1][C@:2]12[CH2:26][C@@H:25]([OH:27])[CH2:24][CH2:23][C@:22]1([CH3:28])[C@@H:21]1[C:5]([C@H:6]3[C@:18]([CH3:29])([CH2:19][CH2:20]1)[C@@H:9]([C@H:10]([CH3:17])[CH2:11][CH2:12][CH2:13][CH:14]([CH3:16])[CH3:15])[CH2:8][CH2:7]3)=[CH:4][C@H:3]2[NH:30][CH2:31][CH2:32][CH2:33][CH2:34][NH2:35], predict the reactants needed to synthesize it. The reactants are: [O:1]1[C@H:3]2[CH:4]=[C:5]3[C@@H:21]([C@@:22]4([CH3:28])[CH2:23][CH2:24][C@H:25]([OH:27])[CH2:26][C:2]124)[CH2:20][CH2:19][C@@:18]1([CH3:29])[C@H:6]3[CH2:7][CH2:8][C@@H:9]1[C@H:10]([CH3:17])[CH2:11][CH2:12][CH2:13][CH:14]([CH3:16])[CH3:15].[NH2:30][CH2:31][CH2:32][CH2:33][CH2:34][NH2:35].C(O)CCC.